This data is from NCI-60 drug combinations with 297,098 pairs across 59 cell lines. The task is: Regression. Given two drug SMILES strings and cell line genomic features, predict the synergy score measuring deviation from expected non-interaction effect. Drug 1: CC1=C2C(C(=O)C3(C(CC4C(C3C(C(C2(C)C)(CC1OC(=O)C(C(C5=CC=CC=C5)NC(=O)OC(C)(C)C)O)O)OC(=O)C6=CC=CC=C6)(CO4)OC(=O)C)OC)C)OC. Drug 2: CC1OCC2C(O1)C(C(C(O2)OC3C4COC(=O)C4C(C5=CC6=C(C=C35)OCO6)C7=CC(=C(C(=C7)OC)O)OC)O)O. Cell line: UACC62. Synergy scores: CSS=48.1, Synergy_ZIP=-0.616, Synergy_Bliss=-2.07, Synergy_Loewe=1.06, Synergy_HSA=3.45.